From a dataset of Catalyst prediction with 721,799 reactions and 888 catalyst types from USPTO. Predict which catalyst facilitates the given reaction. Reactant: [CH:1]1[C:6]([C:7]2[S:15][C:14]3[CH:13]=[C:12]([OH:16])[CH:11]=[CH:10][C:9]=3[C:8]=2[C:17]([C:19]2[CH:20]=[CH:21][C:22]([O:25][CH2:26][CH2:27][N:28]3[CH2:33][CH2:32][CH2:31][CH2:30][CH2:29]3)=[CH:23][CH:24]=2)=[O:18])=[CH:5][CH:4]=[C:3]([OH:34])[CH:2]=1.C([O-])(=O)C(C)O.C[Si](C)(C)[Cl:43]. Product: [CH:5]1[C:6]([C:7]2[S:15][C:14]3[CH:13]=[C:12]([OH:16])[CH:11]=[CH:10][C:9]=3[C:8]=2[C:17]([C:19]2[CH:24]=[CH:23][C:22]([O:25][CH2:26][CH2:27][N:28]3[CH2:33][CH2:32][CH2:31][CH2:30][CH2:29]3)=[CH:21][CH:20]=2)=[O:18])=[CH:1][CH:2]=[C:3]([OH:34])[CH:4]=1.[ClH:43]. The catalyst class is: 10.